Dataset: Forward reaction prediction with 1.9M reactions from USPTO patents (1976-2016). Task: Predict the product of the given reaction. (1) Given the reactants O[C:2]1[CH:9]=[C:8]([CH3:10])[CH:7]=[C:6]([CH3:11])[C:3]=1[CH:4]=[O:5].Cl[CH2:13][CH2:14][OH:15].[OH-].[Na+], predict the reaction product. The product is: [OH:15][CH2:14][CH2:13][C:2]1[CH:9]=[C:8]([CH3:10])[CH:7]=[C:6]([CH3:11])[C:3]=1[CH:4]=[O:5]. (2) Given the reactants Cl.[NH:2]1[CH2:7][CH2:6][CH:5]([NH:8][C:9]([C:11]2[O:12][C:13]3[C:18]([C:19](=[O:21])[CH:20]=2)=[CH:17][CH:16]=[C:15]([F:22])[CH:14]=3)=[O:10])[CH2:4][CH2:3]1.[CH:23]([C:25]1[CH:33]=[CH:32][C:28]([C:29]([OH:31])=[O:30])=[CH:27][CH:26]=1)=O, predict the reaction product. The product is: [F:22][C:15]1[CH:14]=[C:13]2[C:18]([C:19](=[O:21])[CH:20]=[C:11]([C:9]([NH:8][CH:5]3[CH2:4][CH2:3][N:2]([CH2:23][C:25]4[CH:33]=[CH:32][C:28]([C:29]([OH:31])=[O:30])=[CH:27][CH:26]=4)[CH2:7][CH2:6]3)=[O:10])[O:12]2)=[CH:17][CH:16]=1. (3) Given the reactants [NH2:1][C:2]1[N:3]=[C:4]([Cl:23])[C:5]2[CH2:10][C:9](=[O:11])[N:8]([CH2:12][C:13]3[C:18]([CH3:19])=[C:17]([O:20][CH3:21])[C:16]([CH3:22])=[CH:15][N:14]=3)[C:6]=2[N:7]=1.C(O)C.[O:27]1[CH2:32][CH2:31][N:30]([CH2:33][CH2:34][O:35][CH2:36][C:37]([C:39]2[CH:40]=[C:41]([CH:44]=O)[NH:42][CH:43]=2)=[O:38])[CH2:29][CH2:28]1.N1CCCCC1, predict the reaction product. The product is: [NH2:1][C:2]1[N:3]=[C:4]([Cl:23])[C:5]2=[C:6]([N:8]([CH2:12][C:13]3[C:18]([CH3:19])=[C:17]([O:20][CH3:21])[C:16]([CH3:22])=[CH:15][N:14]=3)[C:9](=[O:11])/[C:10]/2=[CH:44]\[C:41]2[NH:42][CH:43]=[C:39]([C:37](=[O:38])[CH2:36][O:35][CH2:34][CH2:33][N:30]3[CH2:31][CH2:32][O:27][CH2:28][CH2:29]3)[CH:40]=2)[N:7]=1. (4) Given the reactants [F:1][C:2]1[CH:3]=[C:4]([NH2:18])[CH:5]=[CH:6][C:7]=1[O:8][C:9]1[C:10]2[CH:17]=[CH:16][NH:15][C:11]=2[N:12]=[CH:13][N:14]=1.CN(C(ON1N=N[C:29]2[CH:30]=[CH:31][CH:32]=N[C:28]1=2)=[N+](C)C)C.[F:36][P-](F)(F)(F)(F)F.C(N([CH2:48][CH3:49])CC)C.[CH3:50][N:51]([CH:53]=[O:54])C.[OH2:55], predict the reaction product. The product is: [F:36][C:30]1[CH:31]=[CH:32][C:50]([NH:51][C:53](=[O:54])[CH2:48][C:49]([NH:18][C:4]2[CH:5]=[CH:6][C:7]([O:8][C:9]3[C:10]4[CH:17]=[CH:16][NH:15][C:11]=4[N:12]=[CH:13][N:14]=3)=[C:2]([F:1])[CH:3]=2)=[O:55])=[CH:28][CH:29]=1. (5) Given the reactants [F:1][C:2]([F:10])([F:9])[CH:3]([OH:8])[C:4]([F:7])([F:6])[F:5].Cl[C:12](Cl)([O:14]C(=O)OC(Cl)(Cl)Cl)Cl.C(N(CC)C(C)C)(C)C.[Cl:32][C:33]1[CH:38]=[CH:37][CH:36]=[C:35]([CH2:39][N:40]2[CH2:45][CH2:44][NH:43][CH2:42][CH2:41]2)[C:34]=1[N:46]1[CH2:51][CH2:50][O:49][CH2:48][CH2:47]1, predict the reaction product. The product is: [F:1][C:2]([F:10])([F:9])[CH:3]([O:8][C:12]([N:43]1[CH2:44][CH2:45][N:40]([CH2:39][C:35]2[CH:36]=[CH:37][CH:38]=[C:33]([Cl:32])[C:34]=2[N:46]2[CH2:51][CH2:50][O:49][CH2:48][CH2:47]2)[CH2:41][CH2:42]1)=[O:14])[C:4]([F:7])([F:6])[F:5]. (6) Given the reactants [OH-].[Na+].Cl.[C:4](=[NH:9])(OC)[CH2:5][CH3:6].[C:10]([CH2:12][C:13]([NH:15][NH2:16])=O)#[N:11], predict the reaction product. The product is: [CH2:5]([C:4]1[NH:9][C:13]([CH2:12][C:10]#[N:11])=[N:15][N:16]=1)[CH3:6].